Dataset: Catalyst prediction with 721,799 reactions and 888 catalyst types from USPTO. Task: Predict which catalyst facilitates the given reaction. Reactant: CCN=C=NCCCN(C)C.C1C=CC2N(O)N=NC=2C=1.[Cl:22][C:23]1[C:24](=[O:44])[N:25]2[C:29](=[C:30]([C:41]([OH:43])=O)[C:31]=1[NH:32][C:33]1[CH:38]=[CH:37][C:36]([I:39])=[CH:35][C:34]=1[F:40])[CH2:28][CH2:27][CH2:26]2.Cl.[CH3:46][O:47][NH2:48]. Product: [CH3:46][O:47][NH:48][C:41]([C:30]1[C:31]([NH:32][C:33]2[CH:38]=[CH:37][C:36]([I:39])=[CH:35][C:34]=2[F:40])=[C:23]([Cl:22])[C:24](=[O:44])[N:25]2[C:29]=1[CH2:28][CH2:27][CH2:26]2)=[O:43]. The catalyst class is: 3.